Dataset: Forward reaction prediction with 1.9M reactions from USPTO patents (1976-2016). Task: Predict the product of the given reaction. (1) The product is: [CH2:1]([O:3][C:4](=[O:22])[C@:5]([CH2:6][C:7]1[CH:12]=[CH:11][C:10]([O:13][CH2:36][CH2:35][C:25]2[N:26]=[C:27]([C:29]3[S:30][C:31]([CH3:34])=[CH:32][CH:33]=3)[O:28][C:24]=2[CH3:23])=[CH:9][CH:8]=1)([O:14][C:15]1[CH:20]=[CH:19][CH:18]=[CH:17][CH:16]=1)[CH2:21][CH3:48])[CH3:2]. Given the reactants [CH2:1]([O:3][C:4](=[O:22])[C@@:5]([CH3:21])([O:14][C:15]1[CH:20]=[CH:19][CH:18]=[CH:17][CH:16]=1)[CH2:6][C:7]1[CH:12]=[CH:11][C:10]([OH:13])=[CH:9][CH:8]=1)[CH3:2].[CH3:23][C:24]1[O:28][C:27]([C:29]2[S:30][C:31]([CH3:34])=[CH:32][CH:33]=2)=[N:26][C:25]=1[CH2:35][CH2:36]OS(C1C=CC(C)=CC=1)(=O)=O.[C:48]([O-])([O-])=O.[Cs+].[Cs+], predict the reaction product. (2) Given the reactants [CH2:1]([O:8][C:9]1[CH:10]=[C:11]([CH:14]=[CH:15][C:16]=1[O:17][CH3:18])C=O)[C:2]1[CH:7]=[CH:6][CH:5]=[CH:4][CH:3]=1.OO.S(=O)(=O)(O)[OH:22], predict the reaction product. The product is: [CH2:1]([O:8][C:9]1[CH:10]=[C:11]([OH:22])[CH:14]=[CH:15][C:16]=1[O:17][CH3:18])[C:2]1[CH:7]=[CH:6][CH:5]=[CH:4][CH:3]=1. (3) Given the reactants [Cl:1][C:2]1[CH:7]=[C:6]([C:8]2[N:13]=[N:12][C:11]([O:14][CH2:15][C:16]3[CH:21]=[CH:20][C:19]([CH:22](OC)[O:23]C)=[CH:18][CH:17]=3)=[N:10][CH:9]=2)[CH:5]=[C:4]([Cl:27])[C:3]=1[OH:28].C(O)C, predict the reaction product. The product is: [Cl:27][C:4]1[CH:5]=[C:6]([C:8]2[N:13]=[N:12][C:11]([O:14][CH2:15][C:16]3[CH:21]=[CH:20][C:19]([CH:22]=[O:23])=[CH:18][CH:17]=3)=[N:10][CH:9]=2)[CH:7]=[C:2]([Cl:1])[C:3]=1[OH:28]. (4) Given the reactants Cl[C:2]1[N:11]=[C:10]([N:12]2[CH2:16][CH2:15][C@H:14]([NH:17][CH3:18])[CH2:13]2)[C:9]2[C:4](=[CH:5][CH:6]=[CH:7][C:8]=2[CH3:19])[N:3]=1.[NH2:20][C:21]1[CH:22]=[C:23]([CH:26]=[C:27]([NH2:29])[CH:28]=1)[C:24]#[N:25].C(N(C(C)C)CC)(C)C, predict the reaction product. The product is: [NH2:20][C:21]1[CH:22]=[C:23]([CH:26]=[C:27]([NH:29][C:2]2[N:11]=[C:10]([N:12]3[CH2:16][CH2:15][C@H:14]([NH:17][CH3:18])[CH2:13]3)[C:9]3[C:4](=[CH:5][CH:6]=[CH:7][C:8]=3[CH3:19])[N:3]=2)[CH:28]=1)[C:24]#[N:25]. (5) Given the reactants Cl[C:2]1[CH:3]=[C:4]([CH:10]=[C:11]([O:13][CH3:14])[N:12]=1)[C:5]([O:7]CC)=[O:6].[CH3:15][N:16](C)C(=O)C, predict the reaction product. The product is: [C:15]([C:2]1[CH:3]=[C:4]([CH:10]=[C:11]([O:13][CH3:14])[N:12]=1)[C:5]([OH:7])=[O:6])#[N:16]. (6) Given the reactants [C:1]([C:4]1[CH:9]=[CH:8][C:7]([S:10]([NH:13][CH2:14][CH2:15][CH2:16][N:17]2[CH2:22][CH2:21][N:20]([CH3:23])[CH2:19][CH2:18]2)(=[O:12])=[O:11])=[CH:6][CH:5]=1)(=[O:3])[CH3:2].[CH3:24][O:25][C:26]1[CH:33]=[C:32]([O:34][CH3:35])[C:31]([N:36]2[CH2:40][CH2:39][CH2:38][CH2:37]2)=[CH:30][C:27]=1[CH:28]=O.C[O-].[Li+], predict the reaction product. The product is: [CH3:24][O:25][C:26]1[CH:33]=[C:32]([O:34][CH3:35])[C:31]([N:36]2[CH2:40][CH2:39][CH2:38][CH2:37]2)=[CH:30][C:27]=1/[CH:28]=[CH:2]/[C:1]([C:4]1[CH:9]=[CH:8][C:7]([S:10]([NH:13][CH2:14][CH2:15][CH2:16][N:17]2[CH2:18][CH2:19][N:20]([CH3:23])[CH2:21][CH2:22]2)(=[O:11])=[O:12])=[CH:6][CH:5]=1)=[O:3]. (7) Given the reactants C([O:3][C:4]([C:6]1[N:7]=[CH:8][N:9]([C:11]2[CH:12]=[C:13]([C:17]3[CH:22]=[CH:21][CH:20]=[CH:19][C:18]=3[O:23][C:24]([F:27])([F:26])[F:25])[CH:14]=[CH:15][CH:16]=2)[CH:10]=1)=[O:5])C.[OH-].[K+], predict the reaction product. The product is: [F:27][C:24]([F:25])([F:26])[O:23][C:18]1[CH:19]=[CH:20][CH:21]=[CH:22][C:17]=1[C:13]1[CH:14]=[CH:15][CH:16]=[C:11]([N:9]2[CH:10]=[C:6]([C:4]([OH:5])=[O:3])[N:7]=[CH:8]2)[CH:12]=1. (8) Given the reactants [H-].[Na+].[F:3][C:4]([F:23])([F:22])[C:5]1[CH:10]=[CH:9][C:8]([C:11]2[CH:12]=[C:13]3[C:18](=[CH:19][CH:20]=2)[NH:17][C:16](=[O:21])[CH2:15][CH2:14]3)=[CH:7][CH:6]=1.Br[CH2:25][C:26]1[CH:38]=[CH:37][C:29]([C:30]([O:32]C(C)(C)C)=[O:31])=[CH:28][CH:27]=1.Cl.O1CCOCC1, predict the reaction product. The product is: [O:21]=[C:16]1[CH2:15][CH2:14][C:13]2[C:18](=[CH:19][CH:20]=[C:11]([C:8]3[CH:7]=[CH:6][C:5]([C:4]([F:3])([F:22])[F:23])=[CH:10][CH:9]=3)[CH:12]=2)[N:17]1[CH2:25][C:26]1[CH:38]=[CH:37][C:29]([C:30]([OH:32])=[O:31])=[CH:28][CH:27]=1. (9) The product is: [ClH:1].[Cl:1][C:2]1[N:7]=[N:6][C:5]([N:8]2[C:16]3[CH2:15][CH2:14][NH:13][CH2:12][C:11]=3[CH:10]=[N:9]2)=[CH:4][CH:3]=1. Given the reactants [Cl:1][C:2]1[N:7]=[N:6][C:5]([N:8]2[C:16]3[CH2:15][CH2:14][N:13](C(OC(C)(C)C)=O)[CH2:12][C:11]=3[CH:10]=[N:9]2)=[CH:4][CH:3]=1.Cl, predict the reaction product.